This data is from Peptide-MHC class II binding affinity with 134,281 pairs from IEDB. The task is: Regression. Given a peptide amino acid sequence and an MHC pseudo amino acid sequence, predict their binding affinity value. This is MHC class II binding data. (1) The peptide sequence is EREKSAAIDGEYRLK. The MHC is DRB1_1302 with pseudo-sequence DRB1_1302. The binding affinity (normalized) is 0. (2) The peptide sequence is YKLGPSPKARSERPA. The MHC is DRB1_0301 with pseudo-sequence DRB1_0301. The binding affinity (normalized) is 0.0600. (3) The MHC is HLA-DQA10102-DQB10602 with pseudo-sequence HLA-DQA10102-DQB10602. The binding affinity (normalized) is 0.306. The peptide sequence is LAQEAGNFERISGDL. (4) The peptide sequence is GPVFTFLAYLVLDPL. The MHC is HLA-DQA10102-DQB10602 with pseudo-sequence HLA-DQA10102-DQB10602. The binding affinity (normalized) is 0.162. (5) The peptide sequence is YDKFLANVSTVLCGK. The MHC is DRB3_0202 with pseudo-sequence DRB3_0202. The binding affinity (normalized) is 0.797. (6) The peptide sequence is EKKWFAATQFEPLAA. The MHC is HLA-DQA10501-DQB10301 with pseudo-sequence HLA-DQA10501-DQB10301. The binding affinity (normalized) is 0.300. (7) The peptide sequence is ASSDITAQLSQLISL. The MHC is HLA-DQA10301-DQB10302 with pseudo-sequence HLA-DQA10301-DQB10302. The binding affinity (normalized) is 0.185.